From a dataset of Forward reaction prediction with 1.9M reactions from USPTO patents (1976-2016). Predict the product of the given reaction. (1) Given the reactants N1C2C(=NC=CC=2)N([O:10][C:11]2[C:20]3[C:15](=[CH:16][CH:17]=[CH:18][CH:19]=3)[N:14]=[CH:13][N:12]=2)N=1.B(O)(O)[C:22]1[CH:23]=[CH:24][C:25]([CH3:28])=[CH:26][CH:27]=1.C([O-])([O-])=O.[Cs+].[Cs+], predict the reaction product. The product is: [C:25]1([CH3:28])[CH:26]=[CH:27][C:22]([O:10][C:11]2[C:20]3[C:15](=[CH:16][CH:17]=[CH:18][CH:19]=3)[N:14]=[CH:13][N:12]=2)=[CH:23][CH:24]=1. (2) Given the reactants [OH2:1].ON1C2C=CC=CC=2N=N1.Cl.CN(C)CCCN=C=NCC.[N:24]1[CH:29]=[C:28]([C:30]2[C@:31]3([CH2:47][CH2:46][C@H:45]4[C@@H:36]([CH2:37][CH2:38][C:39]5[CH:40]=[C:41]([C:48]([OH:50])=O)[CH:42]=[CH:43][C:44]=54)[C@@H:33]3[CH2:34][CH:35]=2)[CH3:32])[CH:27]=[N:26][CH:25]=1.[CH3:51][NH:52][CH2:53][CH2:54][C:55](OC(C)(C)C)=[O:56], predict the reaction product. The product is: [CH3:51][N:52]([C:48]([C:41]1[CH:42]=[CH:43][C:44]2[C@@H:45]3[C@H:36]([C@H:33]4[C@@:31]([CH2:47][CH2:46]3)([CH3:32])[C:30]([C:28]3[CH:27]=[N:26][CH:25]=[N:24][CH:29]=3)=[CH:35][CH2:34]4)[CH2:37][CH2:38][C:39]=2[CH:40]=1)=[O:50])[CH2:53][CH2:54][C:55]([OH:56])=[O:1]. (3) The product is: [S:23]([OH:24])(=[O:25])(=[O:8])[CH3:26].[C:10]([CH2:12][NH:13][C:14]([C@@H:16]1[CH2:21][CH2:20][CH2:19][CH2:18][C@H:17]1[CH2:22][S:23]([C:26]1[CH:31]=[CH:30][C:29]([S:32][CH2:33][CH2:34][NH:35][C:2]2[CH:3]=[CH:4][N:5]=[CH:6][CH:7]=2)=[CH:28][CH:27]=1)(=[O:24])=[O:25])=[O:15])#[N:11]. Given the reactants C(Cl)(=[O:8])[C:2]1[CH:7]=[CH:6][N:5]=[CH:4][CH:3]=1.[C:10]([CH2:12][NH:13][C:14]([C@@H:16]1[CH2:21][CH2:20][CH2:19][CH2:18][C@H:17]1[CH2:22][S:23]([C:26]1[CH:31]=[CH:30][C:29]([S:32][CH2:33][CH2:34][NH2:35])=[CH:28][CH:27]=1)(=[O:25])=[O:24])=[O:15])#[N:11].C(N(C(C)C)CC)(C)C, predict the reaction product. (4) Given the reactants [CH2:1]([C:7]1[CH:8]=[C:9]([CH2:15][CH2:16][C:17]([OH:19])=O)[CH:10]=[CH:11][C:12]=1[O:13][CH3:14])[CH2:2][CH2:3][CH2:4][CH2:5][CH3:6].O, predict the reaction product. The product is: [CH2:1]([C:7]1[CH:8]=[C:9]2[C:10](=[CH:11][C:12]=1[O:13][CH3:14])[C:17](=[O:19])[CH2:16][CH2:15]2)[CH2:2][CH2:3][CH2:4][CH2:5][CH3:6]. (5) Given the reactants BrCC1C=C(C2OC=CC=2)N(C)N=1.[CH3:14][C:15]1[N:19]=[C:18]([CH2:20]P(=O)(OCC)OCC)[O:17][N:16]=1.[C:29]([O:33][C:34]([N:36]1[CH2:41][CH2:40][C:39](=O)[CH2:38][CH2:37]1)=[O:35])([CH3:32])([CH3:31])[CH3:30], predict the reaction product. The product is: [C:29]([O:33][C:34]([N:36]1[CH2:41][CH2:40][C:39](=[CH:20][C:18]2[O:17][N:16]=[C:15]([CH3:14])[N:19]=2)[CH2:38][CH2:37]1)=[O:35])([CH3:32])([CH3:30])[CH3:31]. (6) Given the reactants [NH2:1][C@@H:2]([CH2:6][CH:7]1[CH2:9][CH2:8]1)[C:3]([OH:5])=[O:4].C([O-])([O-])=O.[K+].[K+].[C:16](O[C:16]([O:18][C:19]([CH3:22])([CH3:21])[CH3:20])=[O:17])([O:18][C:19]([CH3:22])([CH3:21])[CH3:20])=[O:17], predict the reaction product. The product is: [C:19]([O:18][C:16]([NH:1][C@@H:2]([CH2:6][CH:7]1[CH2:9][CH2:8]1)[C:3]([OH:5])=[O:4])=[O:17])([CH3:22])([CH3:21])[CH3:20]. (7) Given the reactants [O:1]1[C:5]2[CH:6]=[CH:7][CH:8]=[CH:9][C:4]=2[C:3]([C:10]([OH:12])=O)=[N:2]1.Cl.[CH3:14][NH:15][O:16][CH3:17].N1C=CC=CC=1, predict the reaction product. The product is: [CH3:17][O:16][N:15]([CH3:14])[C:10]([C:3]1[C:4]2[CH:9]=[CH:8][CH:7]=[CH:6][C:5]=2[O:1][N:2]=1)=[O:12]. (8) Given the reactants Cl[C:2]1[C:7]([C:8]2[CH:13]=[CH:12][N:11]=[C:10]([CH3:14])[CH:9]=2)=[CH:6][N:5]=[C:4]([N:15]2[CH2:20][C@H:19]([CH3:21])[O:18][C@H:17]([CH3:22])[CH2:16]2)[N:3]=1.[C:23]1([CH3:32])[CH:28]=[CH:27][CH:26]=[CH:25][C:24]=1B(O)O.C(=O)([O-])[O-].[K+].[K+].CC#N, predict the reaction product. The product is: [CH3:22][C@H:17]1[O:18][C@@H:19]([CH3:21])[CH2:20][N:15]([C:4]2[N:3]=[C:2]([C:24]3[CH:25]=[CH:26][CH:27]=[CH:28][C:23]=3[CH3:32])[C:7]([C:8]3[CH:13]=[CH:12][N:11]=[C:10]([CH3:14])[CH:9]=3)=[CH:6][N:5]=2)[CH2:16]1. (9) Given the reactants [C:1]([C:3]1[C:4]([S:18][CH:19]([C:24]2[CH:29]=[CH:28][CH:27]=[CH:26][CH:25]=2)[C:20]([O:22]C)=[O:21])=[N:5][C:6]2[CH2:7][CH2:8][CH2:9][CH2:10][C:11]=2[C:12]=1[C:13]1[S:14][CH:15]=[CH:16][CH:17]=1)#[N:2], predict the reaction product. The product is: [C:1]([C:3]1[C:4]([S:18][CH:19]([C:24]2[CH:25]=[CH:26][CH:27]=[CH:28][CH:29]=2)[C:20]([OH:22])=[O:21])=[N:5][C:6]2[CH2:7][CH2:8][CH2:9][CH2:10][C:11]=2[C:12]=1[C:13]1[S:14][CH:15]=[CH:16][CH:17]=1)#[N:2]. (10) Given the reactants [CH:1]1([N:7]2[CH2:11][CH2:10][CH:9]([CH2:12][C:13]3[CH:22]=[CH:21][C:20]4[C:15](=[CH:16][C:17]([CH:23]=[CH2:24])=[CH:18][CH:19]=4)[CH:14]=3)[C:8]2=[O:25])[CH2:6][CH2:5][CH2:4][CH2:3][CH2:2]1, predict the reaction product. The product is: [CH:1]1([N:7]2[CH2:11][CH2:10][CH:9]([CH2:12][C:13]3[CH:22]=[CH:21][C:20]4[C:15](=[CH:16][C:17]([CH2:23][CH3:24])=[CH:18][CH:19]=4)[CH:14]=3)[C:8]2=[O:25])[CH2:2][CH2:3][CH2:4][CH2:5][CH2:6]1.